Dataset: Forward reaction prediction with 1.9M reactions from USPTO patents (1976-2016). Task: Predict the product of the given reaction. (1) Given the reactants [C:1]([C:3]1[CH:4]=[C:5]2[C:10](=[N:11][CH:12]=1)[N:9]([CH2:13][C:14]1[CH:19]=[CH:18][C:17]([C:20]([F:23])([F:22])[F:21])=[CH:16][CH:15]=1)[C:8](=[O:24])[C:7]([C:25]([NH:27][CH2:28][C:29]([O:31]C(C)(C)C)=[O:30])=[O:26])=[C:6]2[OH:36])#[N:2], predict the reaction product. The product is: [C:1]([C:3]1[CH:4]=[C:5]2[C:10](=[N:11][CH:12]=1)[N:9]([CH2:13][C:14]1[CH:19]=[CH:18][C:17]([C:20]([F:21])([F:22])[F:23])=[CH:16][CH:15]=1)[C:8](=[O:24])[C:7]([C:25]([NH:27][CH2:28][C:29]([OH:31])=[O:30])=[O:26])=[C:6]2[OH:36])#[N:2]. (2) Given the reactants [Cl:1][C:2]1[CH:3]=[CH:4][C:5]([OH:10])=[C:6]([CH:9]=1)[CH:7]=[O:8].[CH2:11](O)[CH2:12][OH:13], predict the reaction product. The product is: [Cl:1][C:2]1[CH:3]=[CH:4][C:5]([OH:10])=[C:6]([CH:7]2[O:13][CH2:12][CH2:11][O:8]2)[CH:9]=1.